From a dataset of CYP1A2 inhibition data for predicting drug metabolism from PubChem BioAssay. Regression/Classification. Given a drug SMILES string, predict its absorption, distribution, metabolism, or excretion properties. Task type varies by dataset: regression for continuous measurements (e.g., permeability, clearance, half-life) or binary classification for categorical outcomes (e.g., BBB penetration, CYP inhibition). Dataset: cyp1a2_veith. (1) The molecule is CCOC(=O)c1c(-c2cccc(C)c2)csc1NC(=O)c1c(-c2ccccc2)noc1C. The result is 0 (non-inhibitor). (2) The drug is CCc1noc(N)c1C(=O)Nc1ccc(F)c(Cl)c1. The result is 1 (inhibitor).